Dataset: Full USPTO retrosynthesis dataset with 1.9M reactions from patents (1976-2016). Task: Predict the reactants needed to synthesize the given product. (1) Given the product [CH:1]1([CH2:5][O:6][C:7]2[C:8]3[N:9]([C:13]([C:17]([OH:19])=[O:18])=[C:14]([CH3:16])[N:15]=3)[CH:10]=[CH:11][N:12]=2)[CH2:2][CH2:3][CH2:4]1, predict the reactants needed to synthesize it. The reactants are: [CH:1]1([CH2:5][O:6][C:7]2[C:8]3[N:9]([C:13]([C:17]([O:19]CC)=[O:18])=[C:14]([CH3:16])[N:15]=3)[CH:10]=[CH:11][N:12]=2)[CH2:4][CH2:3][CH2:2]1.[OH-].[Na+].Cl.ClCCl. (2) Given the product [CH3:1][O:2][C:3]1[CH:11]=[C:10]([O:12][CH2:13][C:14]([CH2:55][O:56][CH2:57][CH2:58][CH2:59][CH2:60][CH2:61][CH2:62][CH2:63][CH2:64][CH2:65][CH2:66][CH2:67][CH2:68][CH2:69][CH2:70][CH2:71][CH2:72][CH2:73][CH3:74])([CH2:35][O:36][CH2:37][CH2:38][CH2:39][CH2:40][CH2:41][CH2:42][CH2:43][CH2:44][CH2:45][CH2:46][CH2:47][CH2:48][CH2:49][CH2:50][CH2:51][CH2:52][CH2:53][CH3:54])[CH2:15][O:16][CH2:17][CH2:18][CH2:19][CH2:20][CH2:21][CH2:22][CH2:23][CH2:24][CH2:25][CH2:26][CH2:27][CH2:28][CH2:29][CH2:30][CH2:31][CH2:32][CH2:33][CH3:34])[CH:9]=[CH:8][C:4]=1[CH2:5][NH2:6], predict the reactants needed to synthesize it. The reactants are: [CH3:1][O:2][C:3]1[CH:11]=[C:10]([O:12][CH2:13][C:14]([CH2:55][O:56][CH2:57][CH2:58][CH2:59][CH2:60][CH2:61][CH2:62][CH2:63][CH2:64][CH2:65][CH2:66][CH2:67][CH2:68][CH2:69][CH2:70][CH2:71][CH2:72][CH2:73][CH3:74])([CH2:35][O:36][CH2:37][CH2:38][CH2:39][CH2:40][CH2:41][CH2:42][CH2:43][CH2:44][CH2:45][CH2:46][CH2:47][CH2:48][CH2:49][CH2:50][CH2:51][CH2:52][CH2:53][CH3:54])[CH2:15][O:16][CH2:17][CH2:18][CH2:19][CH2:20][CH2:21][CH2:22][CH2:23][CH2:24][CH2:25][CH2:26][CH2:27][CH2:28][CH2:29][CH2:30][CH2:31][CH2:32][CH2:33][CH3:34])[CH:9]=[CH:8][C:4]=1[CH:5]=[N:6]O.Cl. (3) Given the product [F:18][C:19]1[CH:24]=[CH:23][C:22]([C:25]2[C:33]3[C:28](=[CH:29][CH:30]=[CH:31][CH:32]=3)[N:27]([CH:34]([CH3:35])[CH3:36])[C:26]=2/[CH:37]=[CH:8]/[C:9]([N:11]([O:13][CH3:14])[CH3:12])=[O:10])=[CH:21][CH:20]=1, predict the reactants needed to synthesize it. The reactants are: [H-].[Na+].CCOP(OCC)([CH2:8][C:9]([N:11]([O:13][CH3:14])[CH3:12])=[O:10])=O.[F:18][C:19]1[CH:24]=[CH:23][C:22]([C:25]2[C:33]3[C:28](=[CH:29][CH:30]=[CH:31][CH:32]=3)[N:27]([CH:34]([CH3:36])[CH3:35])[C:26]=2[CH:37]=O)=[CH:21][CH:20]=1.O. (4) Given the product [CH3:15][C:16]1[CH:23]=[CH:22][CH:21]=[CH:20][C:17]=1[CH2:18][O:1][CH2:2][C:3]1[O:7][N:6]=[C:5]([C:8]([OH:10])=[O:9])[CH:4]=1, predict the reactants needed to synthesize it. The reactants are: [OH:1][CH2:2][C:3]1[O:7][N:6]=[C:5]([C:8]([O:10]CC)=[O:9])[CH:4]=1.[H-].[Na+].[CH3:15][C:16]1[CH:23]=[CH:22][CH:21]=[CH:20][C:17]=1[CH2:18]Br.[Cl-].[NH4+]. (5) Given the product [CH3:35][N:36]([CH3:37])[CH2:25][CH2:24][O:23][C:16]1[C:15]2[C:14]3[C:22]4=[C:10]([O:9][CH2:8][CH:7]([C:1]5[CH:6]=[CH:5][CH:4]=[CH:3][CH:2]=5)[N:21]4[C:20]=2[CH:19]=[CH:18][CH:17]=1)[CH:11]=[CH:12][CH:13]=3, predict the reactants needed to synthesize it. The reactants are: [C:1]1([CH:7]2[N:21]3[C:22]4[C:14]([C:15]5[C:16]([O:23][CH2:24][CH2:25]Cl)=[CH:17][CH:18]=[CH:19][C:20]=53)=[CH:13][CH:12]=[CH:11][C:10]=4[O:9][CH2:8]2)[CH:6]=[CH:5][CH:4]=[CH:3][CH:2]=1.C(=O)([O-])[O-].[K+].[K+].[I-].[Na+].[CH3:35][NH:36][CH3:37].C1COCC1. (6) Given the product [CH3:1][C:2]1[C:3]([CH2:16][CH2:17][C:18]#[N:20])=[C:4]([CH3:15])[C:5]2[C:13]3[C:8](=[CH:9][CH:10]=[CH:11][CH:12]=3)[NH:7][C:6]=2[N:14]=1, predict the reactants needed to synthesize it. The reactants are: [CH3:1][C:2]1[C:3]([CH2:16][CH2:17][C:18]([NH2:20])=O)=[C:4]([CH3:15])[C:5]2[C:13]3[C:8](=[CH:9][CH:10]=[CH:11][CH:12]=3)[NH:7][C:6]=2[N:14]=1.P(Cl)(Cl)(Cl)=O.C(OCC)(=O)C.C(=O)(O)[O-].[Na+].